This data is from Peptide-MHC class I binding affinity with 185,985 pairs from IEDB/IMGT. The task is: Regression. Given a peptide amino acid sequence and an MHC pseudo amino acid sequence, predict their binding affinity value. This is MHC class I binding data. (1) The peptide sequence is KRFNITVSK. The MHC is HLA-B15:09 with pseudo-sequence HLA-B15:09. The binding affinity (normalized) is 0.0847. (2) The peptide sequence is PKVPLRTMSY. The MHC is HLA-B27:05 with pseudo-sequence HLA-B27:05. The binding affinity (normalized) is 0.0356. (3) The peptide sequence is FWLMVYEGL. The MHC is HLA-A01:01 with pseudo-sequence HLA-A01:01. The binding affinity (normalized) is 0.0847. (4) The peptide sequence is VDLLKNYM. The MHC is Mamu-B01 with pseudo-sequence Mamu-B01. The binding affinity (normalized) is 0.145. (5) The peptide sequence is VSSVNMVSRL. The MHC is HLA-A01:01 with pseudo-sequence HLA-A01:01. The binding affinity (normalized) is 0.142. (6) The peptide sequence is NRWKSWFSY. The MHC is HLA-B18:01 with pseudo-sequence HLA-B18:01. The binding affinity (normalized) is 0.0847.